Dataset: Forward reaction prediction with 1.9M reactions from USPTO patents (1976-2016). Task: Predict the product of the given reaction. Given the reactants Br[CH2:2][C:3]([C:5]1[CH:10]=[C:9]([C:11]([CH3:14])([CH3:13])[CH3:12])[C:8]([OH:15])=[C:7]([C:16]([CH3:19])([CH3:18])[CH3:17])[CH:6]=1)=[O:4].[I-:20].[Na+].CCCCCC, predict the reaction product. The product is: [OH:15][C:8]1[C:9]([C:11]([CH3:14])([CH3:13])[CH3:12])=[CH:10][C:5]([C:3](=[O:4])[CH2:2][I:20])=[CH:6][C:7]=1[C:16]([CH3:19])([CH3:18])[CH3:17].